This data is from Catalyst prediction with 721,799 reactions and 888 catalyst types from USPTO. The task is: Predict which catalyst facilitates the given reaction. (1) Reactant: C([N:8](CC1C=CC=CC=1)[C:9]1[C:14]2[N:15]=[C:16]([CH2:22][O:23][CH2:24][CH3:25])[N:17]([NH:18][CH:19]([CH3:21])[CH3:20])[C:13]=2[CH:12]=[C:11]([CH3:26])[N:10]=1)C1C=CC=CC=1.C([O-])=O.[NH4+].CO. Product: [CH2:24]([O:23][CH2:22][C:16]1[N:17]([NH:18][CH:19]([CH3:20])[CH3:21])[C:13]2[CH:12]=[C:11]([CH3:26])[N:10]=[C:9]([NH2:8])[C:14]=2[N:15]=1)[CH3:25]. The catalyst class is: 63. (2) Reactant: Cl[CH:2]([C:17](=O)[CH3:18])[CH2:3][C:4]1[CH:9]=[CH:8][CH:7]=[C:6]([O:10][C:11]([F:16])([F:15])[CH:12]([F:14])[F:13])[CH:5]=1.[CH3:20][O:21][C:22]1[CH:23]=[C:24]([NH:34][C:35]([NH2:37])=[S:36])[CH:25]=[CH:26][C:27]=1[N:28]1[CH:32]=[C:31]([CH3:33])[N:30]=[CH:29]1. Product: [CH3:20][O:21][C:22]1[CH:23]=[C:24]([NH:34][C:35]2[S:36][C:2]([CH2:3][C:4]3[CH:9]=[CH:8][CH:7]=[C:6]([O:10][C:11]([F:16])([F:15])[CH:12]([F:14])[F:13])[CH:5]=3)=[C:17]([CH3:18])[N:37]=2)[CH:25]=[CH:26][C:27]=1[N:28]1[CH:32]=[C:31]([CH3:33])[N:30]=[CH:29]1. The catalyst class is: 8. (3) Reactant: [H-].[Na+].[Br:3][C:4]1[C:12]2[C:11]([Cl:13])=[N:10][CH:9]=[N:8][C:7]=2[NH:6][CH:5]=1.[CH3:14][C:15]1[CH:40]=[CH:39][C:18]([C:19]([O:21][C@H:22]2[CH2:26][C@@H:25](Cl)[O:24][C@@H:23]2[CH2:28][O:29][C:30](=[O:38])[C:31]2[CH:36]=[CH:35][C:34]([CH3:37])=[CH:33][CH:32]=2)=[O:20])=[CH:17][CH:16]=1. Product: [CH3:14][C:15]1[CH:16]=[CH:17][C:18]([C:19]([O:21][C@H:22]2[CH2:26][C@@H:25]([N:6]3[C:7]4[N:8]=[CH:9][N:10]=[C:11]([Cl:13])[C:12]=4[C:4]([Br:3])=[CH:5]3)[O:24][C@@H:23]2[CH2:28][O:29][C:30](=[O:38])[C:31]2[CH:32]=[CH:33][C:34]([CH3:37])=[CH:35][CH:36]=2)=[O:20])=[CH:39][CH:40]=1. The catalyst class is: 115. (4) Reactant: [S:1]1[CH:5]=[CH:4][CH:3]=[CH:2]1.[Li]CCCC.CON(C)[C:14](=[O:24])[CH2:15][C:16]1[CH:21]=[CH:20][C:19]([O:22][CH3:23])=[CH:18][CH:17]=1. Product: [CH3:23][O:22][C:19]1[CH:20]=[CH:21][C:16]([CH2:15][C:14]([C:2]2[S:1][CH:5]=[CH:4][CH:3]=2)=[O:24])=[CH:17][CH:18]=1. The catalyst class is: 1. (5) Reactant: [F:1][C:2]1[CH:7]=[CH:6][CH:5]=[CH:4][C:3]=1[N:8]1[C:16]2[C:11](=[C:12]([N:17]3[CH2:24][C@@H:23]4[C@@H:19]([CH2:20][NH:21][CH2:22]4)[C:18]3=[O:25])[CH:13]=[CH:14][CH:15]=2)[CH:10]=[N:9]1.[OH:26][C@@H:27]([CH3:32])[CH2:28][C:29](O)=[O:30].CCN(C(C)C)C(C)C.F[P-](F)(F)(F)(F)F.CN(C(N1C2C(=NC=CC=2)[N+]([O-])=N1)=[N+](C)C)C. Product: [F:1][C:2]1[CH:7]=[CH:6][CH:5]=[CH:4][C:3]=1[N:8]1[C:16]2[C:11](=[C:12]([N:17]3[CH2:24][C@@H:23]4[C@@H:19]([CH2:20][N:21]([C:29](=[O:30])[CH2:28][C@@H:27]([OH:26])[CH3:32])[CH2:22]4)[C:18]3=[O:25])[CH:13]=[CH:14][CH:15]=2)[CH:10]=[N:9]1. The catalyst class is: 7. (6) Reactant: [BH4-].[Na+].[C:3]([N:6]1[C:14]2[C:9](=[CH:10][C:11]([C:15](=[O:21])[CH2:16][CH2:17][N:18]([CH3:20])[CH3:19])=[CH:12][CH:13]=2)[CH2:8][CH2:7]1)(=[O:5])[CH3:4].O. Product: [C:3]([N:6]1[C:14]2[C:9](=[CH:10][C:11]([CH:15]([OH:21])[CH2:16][CH2:17][N:18]([CH3:19])[CH3:20])=[CH:12][CH:13]=2)[CH2:8][CH2:7]1)(=[O:5])[CH3:4]. The catalyst class is: 5. (7) The catalyst class is: 54. Product: [Cl:8][C:6]1[C:5]([CH2:9][O:10][CH:11]2[CH2:16][CH2:15][CH2:14][CH2:13][CH2:12]2)=[CH:4][C:3]([F:17])=[C:2]([CH:7]=1)[C:23]([O:25][C:26]([CH3:29])([CH3:28])[CH3:27])=[O:24]. Reactant: Br[C:2]1[CH:7]=[C:6]([Cl:8])[C:5]([CH2:9][O:10][CH:11]2[CH2:16][CH2:15][CH2:14][CH2:13][CH2:12]2)=[CH:4][C:3]=1[F:17].C([Mg]Cl)(C)C.[C:23](O[C:23]([O:25][C:26]([CH3:29])([CH3:28])[CH3:27])=[O:24])([O:25][C:26]([CH3:29])([CH3:28])[CH3:27])=[O:24]. (8) Reactant: [NH:1]([C:13]([O:15][C:16]([CH3:19])([CH3:18])[CH3:17])=[O:14])[C@H:2]([C:10]([OH:12])=[O:11])[CH2:3]C1C=CC=CC=1.C(O)CCC.CCO.CC(O)=O. Product: [NH:1]([C:13]([O:15][C:16]([CH3:17])([CH3:19])[CH3:18])=[O:14])[C@H:2]([C:10]([OH:12])=[O:11])[CH3:3]. The catalyst class is: 6. (9) Reactant: [H-].[Na+].[CH2:3]([N:7]1[C:15]2[C:14](=[O:16])[N:13]([CH2:17][CH2:18][C:19]3[CH:24]=[CH:23][CH:22]=[CH:21][CH:20]=3)[C:12]([Cl:25])=[N:11][C:10]=2[N:9]=[C:8]1[N:26]1[CH2:31][CH2:30][N:29](C(OC(C)(C)C)=O)[CH2:28][CH2:27]1)[C:4]#[C:5][CH3:6].[CH3:39][OH:40]. Product: [ClH:25].[CH2:3]([N:7]1[C:15]2[C:14](=[O:16])[N:13]([CH2:17][CH2:18][C:19]3[CH:20]=[CH:21][CH:22]=[CH:23][CH:24]=3)[C:12]([O:40][CH3:39])=[N:11][C:10]=2[N:9]=[C:8]1[N:26]1[CH2:31][CH2:30][NH:29][CH2:28][CH2:27]1)[C:4]#[C:5][CH3:6]. The catalyst class is: 6.